Dataset: NCI-60 drug combinations with 297,098 pairs across 59 cell lines. Task: Regression. Given two drug SMILES strings and cell line genomic features, predict the synergy score measuring deviation from expected non-interaction effect. (1) Drug 1: COC1=CC(=CC(=C1O)OC)C2C3C(COC3=O)C(C4=CC5=C(C=C24)OCO5)OC6C(C(C7C(O6)COC(O7)C8=CC=CS8)O)O. Drug 2: CC1CCCC2(C(O2)CC(NC(=O)CC(C(C(=O)C(C1O)C)(C)C)O)C(=CC3=CSC(=N3)C)C)C. Cell line: HCC-2998. Synergy scores: CSS=36.1, Synergy_ZIP=-3.03, Synergy_Bliss=2.08, Synergy_Loewe=4.03, Synergy_HSA=5.30. (2) Drug 1: CC1C(C(CC(O1)OC2CC(CC3=C2C(=C4C(=C3O)C(=O)C5=C(C4=O)C(=CC=C5)OC)O)(C(=O)C)O)N)O.Cl. Drug 2: CN(CCCl)CCCl.Cl. Cell line: M14. Synergy scores: CSS=1.32, Synergy_ZIP=-1.67, Synergy_Bliss=-1.38, Synergy_Loewe=-13.5, Synergy_HSA=-4.34.